Dataset: Full USPTO retrosynthesis dataset with 1.9M reactions from patents (1976-2016). Task: Predict the reactants needed to synthesize the given product. (1) Given the product [CH2:1]([O:3][C:4](=[O:17])[C:5]1[C:10]([OH:11])=[C:9]([N+:18]([O-:20])=[O:19])[C:8]([OH:12])=[N:7][C:6]=1[C:13]([F:14])([F:15])[F:16])[CH3:2], predict the reactants needed to synthesize it. The reactants are: [CH2:1]([O:3][C:4](=[O:17])[C:5]1[C:10]([OH:11])=[CH:9][C:8]([OH:12])=[N:7][C:6]=1[C:13]([F:16])([F:15])[F:14])[CH3:2].[N+:18]([O-])([OH:20])=[O:19]. (2) Given the product [NH2:21][C:17]1[N:16]=[C:15]2[C:9]3([O:8][C:7]4[C:6]([C:20]2=[CH:19][N:18]=1)=[CH:5][CH:4]=[CH:3][C:2]=4[C:22]#[N:23])[CH2:14][CH2:13][CH2:12][CH2:11][CH2:10]3, predict the reactants needed to synthesize it. The reactants are: Br[C:2]1[C:7]2[O:8][C:9]3([C:15]4[C:20]([C:6]=2[CH:5]=[CH:4][CH:3]=1)=[CH:19][N:18]=[C:17]([NH2:21])[N:16]=4)[CH2:14][CH2:13][CH2:12][CH2:11][CH2:10]3.[CH3:22][N:23](CCN(C)C)C.CC1(C)C2C(=C(P(C3C=CC=CC=3)C3C=CC=CC=3)C=CC=2)OC2C(P(C3C=CC=CC=3)C3C=CC=CC=3)=CC=CC1=2. (3) Given the product [CH3:36][C:35]1[C:34]([C:33]([OH:32])=[O:42])=[CH:38][N:39]=[C:41]([C:3]2[N:8]=[CH:7][CH:6]=[CH:5][N:4]=2)[N:17]=1, predict the reactants needed to synthesize it. The reactants are: C([C:3]1[N:8]=[CH:7][CH:6]=[CH:5][N:4]=1)#N.C([O-])(=O)C.[NH4+].C([NH:17][C@H](C(O)=O)CS)(=O)C.CC(C)([O-])C.[Na+].C([O:32][C:33](=[O:42])[C:34](=[CH:38][N:39]([CH3:41])C)[C:35](=O)[CH3:36])C.[OH-].[Na+].Cl. (4) Given the product [Br:1][C:2]1[CH:7]=[CH:6][C:5]([CH2:8][C:11]#[N:12])=[C:4]([Cl:10])[CH:3]=1, predict the reactants needed to synthesize it. The reactants are: [Br:1][C:2]1[CH:7]=[CH:6][C:5]([CH2:8]Br)=[C:4]([Cl:10])[CH:3]=1.[C-:11]#[N:12].[K+].C([O-])(O)=O.[Na+].